Dataset: Reaction yield outcomes from USPTO patents with 853,638 reactions. Task: Predict the reaction yield, written as a fraction of the theoretical maximum amount of product (1.0 means a 100% yield; for example, 0.34 means a 34% yield). (1) The reactants are [Li+].[OH-].[Cl:3][C:4]1[C:9]([C:10]([F:13])([F:12])[F:11])=[CH:8][N:7]=[C:6]2[N:14](S(C3C=CC=CC=3)(=O)=O)[CH:15]=[CH:16][C:5]=12.S([O-])(O)(=O)=O.[K+]. The product is [Cl:3][C:4]1[C:9]([C:10]([F:12])([F:13])[F:11])=[CH:8][N:7]=[C:6]2[NH:14][CH:15]=[CH:16][C:5]=12. The yield is 0.910. The catalyst is C1COCC1. (2) The reactants are [H-].[Na+].[NH:3]1[CH:7]=[CH:6][N:5]=[CH:4]1.Cl[CH2:9][O:10][CH2:11][CH2:12][Si:13]([CH3:16])([CH3:15])[CH3:14]. The catalyst is CN(C)C=O. The product is [CH3:14][Si:13]([CH3:16])([CH3:15])[CH2:12][CH2:11][O:10][CH2:9][N:3]1[CH:7]=[CH:6][N:5]=[CH:4]1. The yield is 0.790.